Dataset: Full USPTO retrosynthesis dataset with 1.9M reactions from patents (1976-2016). Task: Predict the reactants needed to synthesize the given product. (1) Given the product [CH3:1][O:2][C:3](=[O:13])[CH2:4][CH2:5][CH2:6][CH2:7][CH:8]([OH:12])[C:9](=[O:11])[NH:16][C:17]1[CH:22]=[CH:21][CH:20]=[CH:19][CH:18]=1, predict the reactants needed to synthesize it. The reactants are: [CH3:1][O:2][C:3](=[O:13])[CH2:4][CH2:5][CH2:6][CH2:7][CH:8]([OH:12])[C:9]([OH:11])=O.S(=[N:16][C:17]1[CH:22]=[CH:21][CH:20]=[CH:19][CH:18]=1)=O.N1C=NC=N1. (2) Given the product [Br:38][C:39]1[C:40]([O:46][CH3:47])=[N:41][C:42]([C:24]2[CH:23]=[CH:22][C:21]([CH2:20][C@H:12]([NH:11][C:9](=[O:10])[C:8]3[CH:36]=[CH:37][C:5]([C:1]([CH3:2])([CH3:3])[CH3:4])=[CH:6][CH:7]=3)[C:13]([O:15][C:16]([CH3:17])([CH3:19])[CH3:18])=[O:14])=[CH:26][CH:25]=2)=[N:43][CH:44]=1, predict the reactants needed to synthesize it. The reactants are: [C:1]([C:5]1[CH:37]=[CH:36][C:8]([C:9]([NH:11][C@@H:12]([CH2:20][C:21]2[CH:26]=[CH:25][C:24](B3OC(C)(C)C(C)(C)O3)=[CH:23][CH:22]=2)[C:13]([O:15][C:16]([CH3:19])([CH3:18])[CH3:17])=[O:14])=[O:10])=[CH:7][CH:6]=1)([CH3:4])([CH3:3])[CH3:2].[Br:38][C:39]1[C:40]([O:46][CH3:47])=[N:41][C:42](I)=[N:43][CH:44]=1.C(=O)([O-])[O-].[Na+].[Na+].